From a dataset of Retrosynthesis with 50K atom-mapped reactions and 10 reaction types from USPTO. Predict the reactants needed to synthesize the given product. (1) Given the product O=C(NCCOc1ccc(CC(Oc2cccnc2)C(=O)O)cc1)c1ccc(-c2ccccn2)cc1, predict the reactants needed to synthesize it. The reactants are: COC(=O)C(Cc1ccc(OCCNC(=O)c2ccc(-c3ccccn3)cc2)cc1)Oc1cccnc1. (2) Given the product N#CCCCCCc1ccccc1, predict the reactants needed to synthesize it. The reactants are: N#CCCCCCBr.c1ccccc1. (3) Given the product Cc1noc(C)c1-c1cncc(N2CC3CC4CC2CN(C4)C3)c1, predict the reactants needed to synthesize it. The reactants are: Brc1cncc(N2CC3CC4CC2CN(C4)C3)c1.Cc1noc(C)c1B(O)O. (4) Given the product CC(C)c1csc(CCc2ccn3c(=O)cc(N4CCOCC4)nc3c2)n1, predict the reactants needed to synthesize it. The reactants are: C1COCCN1.CC(C)c1csc(CCc2ccn3c(=O)cc(O)nc3c2)n1. (5) The reactants are: CCC(=O)OC(=O)CC.NCCc1c[nH]c2ccc(O)cc12. Given the product CCC(=O)NCCc1c[nH]c2ccc(O)cc12, predict the reactants needed to synthesize it. (6) Given the product CN1Cc2cc(-c3ccc(-c4cncc(NS(=O)(=O)c5cccc(Cl)c5F)c4)s3)ccc2C1=O, predict the reactants needed to synthesize it. The reactants are: CN1Cc2cc(-c3ccc(-c4cncc(N)c4)s3)ccc2C1=O.O=S(=O)(Cl)c1cccc(Cl)c1F. (7) The reactants are: CC(C)(O)C1CCCNC1.Cc1nc2ccccc2n1-c1nc(N2CCOCC2)c2nc(C=O)sc2n1. Given the product Cc1nc2ccccc2n1-c1nc(N2CCOCC2)c2nc(CN3CCCC(C(C)(C)O)C3)sc2n1, predict the reactants needed to synthesize it. (8) Given the product O=Cc1c(O)cccc1OCc1ccccc1C(=O)O, predict the reactants needed to synthesize it. The reactants are: CC(=O)Oc1cccc(OCc2ccccc2C(=O)O)c1C=O. (9) Given the product Cn1c(=O)n(C(=O)N2CCCC2)c2cnc(/C=C/c3ccccc3)nc21, predict the reactants needed to synthesize it. The reactants are: Cn1c(=O)[nH]c2cnc(/C=C/c3ccccc3)nc21.O=C(Cl)N1CCCC1.